From a dataset of Peptide-MHC class II binding affinity with 134,281 pairs from IEDB. Regression. Given a peptide amino acid sequence and an MHC pseudo amino acid sequence, predict their binding affinity value. This is MHC class II binding data. (1) The peptide sequence is MSQIMYNYPAMMAHA. The MHC is DRB3_0101 with pseudo-sequence DRB3_0101. The binding affinity (normalized) is 0.572. (2) The MHC is DRB1_0301 with pseudo-sequence DRB1_0301. The binding affinity (normalized) is 0.391. The peptide sequence is KQIANELNYILWENN. (3) The peptide sequence is SQEYSGSVNNEANVY. The MHC is H-2-IAb with pseudo-sequence H-2-IAb. The binding affinity (normalized) is 0.561.